From a dataset of Reaction yield outcomes from USPTO patents with 853,638 reactions. Predict the reaction yield, written as a fraction of the theoretical maximum amount of product (1.0 means a 100% yield; for example, 0.34 means a 34% yield). (1) The reactants are Br[C:2]1[CH:3]=[CH:4][C:5]2[S:9](=[O:11])(=[O:10])[N:8]([CH2:12][CH2:13][N:14]3[CH2:18][CH2:17][O:16][C:15]3=[O:19])[CH:7]([CH3:20])[C:6]=2[CH:21]=1.[F:22][C:23]1[CH:31]=[C:30]2[C:26]([C:27](B3OC(C)(C)C(C)(C)O3)=[CH:28][N:29]2[C:32]([O:34][C:35]([CH3:38])([CH3:37])[CH3:36])=[O:33])=[CH:25][CH:24]=1.[O-]P([O-])([O-])=O.[K+].[K+].[K+]. The catalyst is O1CCOCC1.O. The product is [F:22][C:23]1[CH:31]=[C:30]2[C:26]([C:27]([C:2]3[CH:3]=[CH:4][C:5]4[S:9](=[O:11])(=[O:10])[N:8]([CH2:12][CH2:13][N:14]5[CH2:18][CH2:17][O:16][C:15]5=[O:19])[CH:7]([CH3:20])[C:6]=4[CH:21]=3)=[CH:28][N:29]2[C:32]([O:34][C:35]([CH3:38])([CH3:37])[CH3:36])=[O:33])=[CH:25][CH:24]=1. The yield is 0.620. (2) The reactants are C1(P(=O)(C2C=CC=CC=2)C2C=CC=CC=2)C=CC=CC=1.FC(F)(F)S(OS(C(F)(F)F)(=O)=O)(=O)=O.C([S:43][C:44]1([CH2:50][NH:51][C:52]([C:54]2[NH:55][C:56]3[C:61]([CH:62]=2)=[CH:60][C:59]([O:63][CH2:64][CH2:65][O:66][CH3:67])=[CH:58][C:57]=3[N:68]([CH3:78])[S:69]([C:72]2[CH:77]=[CH:76][CH:75]=[CH:74][N:73]=2)(=[O:71])=[O:70])=O)[CH2:49][CH2:48][O:47][CH2:46][CH2:45]1)C1C=CC=CC=1.C1(SC)C=CC=CC=1.C(OCC)(=O)C.Cl. The catalyst is ClCCl.C(OCC)(=O)C.O. The product is [CH3:67][O:66][CH2:65][CH2:64][O:63][C:59]1[CH:60]=[C:61]2[C:56](=[C:57]([N:68]([CH3:78])[S:69]([C:72]3[CH:77]=[CH:76][CH:75]=[CH:74][N:73]=3)(=[O:70])=[O:71])[CH:58]=1)[NH:55][C:54]([C:52]1[S:43][C:44]3([CH2:49][CH2:48][O:47][CH2:46][CH2:45]3)[CH2:50][N:51]=1)=[CH:62]2. The yield is 0.150.